This data is from NCI-60 drug combinations with 297,098 pairs across 59 cell lines. The task is: Regression. Given two drug SMILES strings and cell line genomic features, predict the synergy score measuring deviation from expected non-interaction effect. (1) Drug 1: COC1=C(C=C2C(=C1)N=CN=C2NC3=CC(=C(C=C3)F)Cl)OCCCN4CCOCC4. Drug 2: CN(CCCl)CCCl.Cl. Cell line: MCF7. Synergy scores: CSS=16.0, Synergy_ZIP=-6.98, Synergy_Bliss=-5.00, Synergy_Loewe=-6.02, Synergy_HSA=-4.04. (2) Cell line: NCI-H322M. Synergy scores: CSS=-4.54, Synergy_ZIP=2.21, Synergy_Bliss=1.74, Synergy_Loewe=-2.10, Synergy_HSA=-2.40. Drug 2: CC(C)NC(=O)C1=CC=C(C=C1)CNNC.Cl. Drug 1: C1C(C(OC1N2C=C(C(=O)NC2=O)F)CO)O. (3) Drug 1: COC1=CC(=CC(=C1O)OC)C2C3C(COC3=O)C(C4=CC5=C(C=C24)OCO5)OC6C(C(C7C(O6)COC(O7)C8=CC=CS8)O)O. Drug 2: C1C(C(OC1N2C=NC(=NC2=O)N)CO)O. Cell line: TK-10. Synergy scores: CSS=22.7, Synergy_ZIP=0.0191, Synergy_Bliss=1.02, Synergy_Loewe=-3.87, Synergy_HSA=2.97. (4) Drug 1: CS(=O)(=O)C1=CC(=C(C=C1)C(=O)NC2=CC(=C(C=C2)Cl)C3=CC=CC=N3)Cl. Drug 2: CC1C(C(CC(O1)OC2CC(OC(C2O)C)OC3=CC4=CC5=C(C(=O)C(C(C5)C(C(=O)C(C(C)O)O)OC)OC6CC(C(C(O6)C)O)OC7CC(C(C(O7)C)O)OC8CC(C(C(O8)C)O)(C)O)C(=C4C(=C3C)O)O)O)O. Cell line: SNB-75. Synergy scores: CSS=11.6, Synergy_ZIP=24.3, Synergy_Bliss=24.0, Synergy_Loewe=23.7, Synergy_HSA=21.9.